Predict the product of the given reaction. From a dataset of Forward reaction prediction with 1.9M reactions from USPTO patents (1976-2016). Given the reactants Br[C:2]1[N:7]=[N:6][C:5]([NH2:8])=[N:4][C:3]=1[C:9]1[CH:14]=[CH:13][CH:12]=[CH:11][CH:10]=1.[F:15][C:16]([F:24])([F:23])[CH:17]1[CH2:22][CH2:21][CH2:20][NH:19][CH2:18]1, predict the reaction product. The product is: [C:9]1([C:3]2[N:4]=[C:5]([NH2:8])[N:6]=[N:7][C:2]=2[N:19]2[CH2:20][CH2:21][CH2:22][CH:17]([C:16]([F:24])([F:23])[F:15])[CH2:18]2)[CH:14]=[CH:13][CH:12]=[CH:11][CH:10]=1.